Dataset: Reaction yield outcomes from USPTO patents with 853,638 reactions. Task: Predict the reaction yield, written as a fraction of the theoretical maximum amount of product (1.0 means a 100% yield; for example, 0.34 means a 34% yield). (1) The reactants are [CH3:1][S:2][C:3]1[CH:8]=[CH:7][C:6]([CH2:9][C:10]([OH:12])=[O:11])=[CH:5][CH:4]=1.C[Si]([N-][Si](C)(C)C)(C)C.[Na+].C1COCC1.[Cl:28][CH2:29][CH2:30][CH2:31][CH2:32]I. No catalyst specified. The product is [Cl:28][CH2:29][CH2:30][CH2:31][CH2:32][CH:9]([C:6]1[CH:5]=[CH:4][C:3]([S:2][CH3:1])=[CH:8][CH:7]=1)[C:10]([OH:12])=[O:11]. The yield is 0.910. (2) The reactants are CC1(C)C2C(=C(P(C3C=CC=CC=3)C3C=CC=CC=3)C=CC=2)OC2C(P(C3C=CC=CC=3)C3C=CC=CC=3)=CC=CC1=2.Cl[C:44]1[CH:49]=[C:48]([C:50]([F:53])([F:52])[F:51])[CH:47]=[C:46]([C:54]2[CH:59]=[CH:58][CH:57]=[CH:56][C:55]=2[Cl:60])[N:45]=1.[F:61][C:62]1[CH:63]=[C:64]2[C:70]([NH2:71])=[N:69][N:68](COCC[Si](C)(C)C)[C:65]2=[N:66][CH:67]=1.C(=O)([O-])[O-].[K+].[K+].Cl. The catalyst is O1CCOCC1.C1COCC1.CC([O-])=O.CC([O-])=O.[Pd+2].CCOC(C)=O. The product is [Cl:60][C:55]1[CH:56]=[CH:57][CH:58]=[CH:59][C:54]=1[C:46]1[N:45]=[C:44]([NH:71][C:70]2[C:64]3[C:65](=[N:66][CH:67]=[C:62]([F:61])[CH:63]=3)[NH:68][N:69]=2)[CH:49]=[C:48]([C:50]([F:53])([F:52])[F:51])[CH:47]=1. The yield is 0.110. (3) The product is [F:12][C:13]1[CH:21]=[CH:20][C:16]([C:17](/[N:22]=[C:23]2\[NH:24][C:25]3[CH:43]=[CH:42][C:41]([N:44]4[CH2:49][CH2:48][O:47][CH2:46][CH2:45]4)=[CH:40][C:26]=3[N:27]\2[C@H:28]2[CH2:33][CH2:32][C@@H:31]([C:34](=[O:35])[NH:36][CH:37]([CH3:39])[CH3:38])[CH2:30][CH2:29]2)=[O:18])=[CH:15][CH:14]=1. The catalyst is C(Cl)Cl. The yield is 0.344. The reactants are O.N1(O)C2C=CC=CC=2N=N1.[F:12][C:13]1[CH:21]=[CH:20][C:16]([C:17](Cl)=[O:18])=[CH:15][CH:14]=1.[NH2:22][C:23]1[N:27]([C@@H:28]2[CH2:33][CH2:32][C@H:31]([C:34]([NH:36][CH:37]([CH3:39])[CH3:38])=[O:35])[CH2:30][CH2:29]2)[C:26]2[CH:40]=[C:41]([N:44]3[CH2:49][CH2:48][O:47][CH2:46][CH2:45]3)[CH:42]=[CH:43][C:25]=2[N:24]=1. (4) The reactants are [CH3:1][NH:2][S:3]([C:6]1[CH:7]=[C:8]2[C:12](=[CH:13][CH:14]=1)[NH:11][C:10](=[O:15])[CH2:9]2)(=[O:5])=[O:4].[CH3:16][C:17]1[C:25]2[C:20](=[CH:21][CH:22]=[CH:23][CH:24]=2)[NH:19][C:18]=1[CH:26]=O.N1CCCCC1. The catalyst is C(O)C. The product is [CH3:1][NH:2][S:3]([C:6]1[CH:7]=[C:8]2[C:12](=[CH:13][CH:14]=1)[NH:11][C:10](=[O:15])[C:9]2=[CH:26][C:18]1[NH:19][C:20]2[C:25]([C:17]=1[CH3:16])=[CH:24][CH:23]=[CH:22][CH:21]=2)(=[O:5])=[O:4]. The yield is 0.700. (5) The reactants are [NH:1]1[CH2:5][CH2:4][CH2:3][CH2:2]1.Cl[CH2:7][C:8]#[C:9][CH2:10][OH:11]. The catalyst is C1(C)C=CC=CC=1. The product is [N:1]1([CH2:7][C:8]#[C:9][CH2:10][OH:11])[CH2:5][CH2:4][CH2:3][CH2:2]1. The yield is 0.690. (6) The reactants are [CH:1]1([NH:4][C:5]([NH:7][C:8]2[CH:29]=[CH:28][C:11]([O:12][C:13]3[C:22]4[C:17](=[CH:18][C:19]([O:26][CH3:27])=[C:20]([C:23](O)=[O:24])[CH:21]=4)[N:16]=[CH:15][CH:14]=3)=[CH:10][C:9]=2[CH3:30])=[O:6])[CH2:3][CH2:2]1.[CH3:31][O:32][CH2:33][CH2:34][NH2:35]. No catalyst specified. The product is [CH3:31][O:32][CH2:33][CH2:34][NH:35][C:23]([C:20]1[CH:21]=[C:22]2[C:17](=[CH:18][C:19]=1[O:26][CH3:27])[N:16]=[CH:15][CH:14]=[C:13]2[O:12][C:11]1[CH:28]=[CH:29][C:8]([NH:7][C:5]([NH:4][CH:1]2[CH2:3][CH2:2]2)=[O:6])=[C:9]([CH3:30])[CH:10]=1)=[O:24]. The yield is 0.497. (7) The reactants are [CH2:1]([O:3][C:4]1[C:9]([O:10][CH3:11])=[CH:8][C:7](B(O)O)=[C:6]([CH2:15][N:16]2[CH2:21][CH2:20][CH:19]([NH:22][C:23]3[O:24][C:25]4[CH:31]=[CH:30][C:29]([S:32]([CH2:35][CH3:36])(=[O:34])=[O:33])=[CH:28][C:26]=4[N:27]=3)[CH2:18][CH2:17]2)[CH:5]=1)[CH3:2].Cl.Br[C:39]1[CH:44]=[CH:43][N:42]=[CH:41][CH:40]=1.CC([O-])(C)C.[K+]. The catalyst is C(COC)OC.O.C1C=CC([P]([Pd]([P](C2C=CC=CC=2)(C2C=CC=CC=2)C2C=CC=CC=2)([P](C2C=CC=CC=2)(C2C=CC=CC=2)C2C=CC=CC=2)[P](C2C=CC=CC=2)(C2C=CC=CC=2)C2C=CC=CC=2)(C2C=CC=CC=2)C2C=CC=CC=2)=CC=1. The product is [CH2:35]([S:32]([C:29]1[CH:30]=[CH:31][C:25]2[O:24][C:23]([NH:22][CH:19]3[CH2:20][CH2:21][N:16]([CH2:15][C:6]4[CH:5]=[C:4]([O:3][CH2:1][CH3:2])[C:9]([O:10][CH3:11])=[CH:8][C:7]=4[C:39]4[CH:44]=[CH:43][N:42]=[CH:41][CH:40]=4)[CH2:17][CH2:18]3)=[N:27][C:26]=2[CH:28]=1)(=[O:34])=[O:33])[CH3:36]. The yield is 0.280.